This data is from Reaction yield outcomes from USPTO patents with 853,638 reactions. The task is: Predict the reaction yield, written as a fraction of the theoretical maximum amount of product (1.0 means a 100% yield; for example, 0.34 means a 34% yield). (1) The reactants are Cl.[S:2]([N:12]1[C:16]2=[N:17][CH:18]=[C:19]([C:21]([O:23]C)=[O:22])[N:20]=[C:15]2[CH:14]=[CH:13]1)([C:5]1[CH:11]=[CH:10][C:8]([CH3:9])=[CH:7][CH:6]=1)(=[O:4])=[O:3]. The catalyst is O1CCOCC1. The product is [S:2]([N:12]1[C:16]2=[N:17][CH:18]=[C:19]([C:21]([OH:23])=[O:22])[N:20]=[C:15]2[CH:14]=[CH:13]1)([C:5]1[CH:6]=[CH:7][C:8]([CH3:9])=[CH:10][CH:11]=1)(=[O:4])=[O:3]. The yield is 0.850. (2) The reactants are [F:1][C:2]1[CH:7]=[CH:6][C:5]([C:8]([C:10]2[CH:15]=[CH:14][C:13]([OH:16])=[CH:12][CH:11]=2)=O)=[CH:4][CH:3]=1.[CH3:17][C:18]1([CH3:27])[CH2:23][C:22]([CH3:25])([CH3:24])[CH2:21][C:20](=O)[CH2:19]1. The catalyst is C1COCC1.[Zn].Cl[Ti](Cl)(Cl)Cl. The product is [F:1][C:2]1[CH:7]=[CH:6][C:5]([C:8](=[C:20]2[CH2:21][C:22]([CH3:25])([CH3:24])[CH2:23][C:18]([CH3:27])([CH3:17])[CH2:19]2)[C:10]2[CH:15]=[CH:14][C:13]([OH:16])=[CH:12][CH:11]=2)=[CH:4][CH:3]=1. The yield is 0.800. (3) The reactants are [Br:1][C:2]1[CH:7]=[CH:6][C:5]([NH:8][C@@H:9]([CH2:13][CH3:14])[C:10](O)=[O:11])=[C:4]([N+:15]([O-])=O)[CH:3]=1. The catalyst is CO.C(O)(=O)C.[Fe]. The product is [Br:1][C:2]1[CH:3]=[C:4]2[C:5]([NH:8][C@@H:9]([CH2:13][CH3:14])[C:10](=[O:11])[NH:15]2)=[CH:6][CH:7]=1. The yield is 0.540. (4) The reactants are [Si:1]([O:8][C@@H:9]1[C@@H:14]([CH:15]2[CH2:17][CH2:16]2)[CH2:13][N:12]([C:18]2[CH:23]=[CH:22][N:21]=[CH:20][C:19]=2[N+:24]([O-])=O)[CH2:11][C@H:10]1[NH:27][C:28](=[O:34])[O:29][C:30]([CH3:33])([CH3:32])[CH3:31])([C:4]([CH3:7])([CH3:6])[CH3:5])([CH3:3])[CH3:2]. The catalyst is [Pd]. The product is [NH2:24][C:19]1[CH:20]=[N:21][CH:22]=[CH:23][C:18]=1[N:12]1[CH2:13][C@H:14]([CH:15]2[CH2:17][CH2:16]2)[C@@H:9]([O:8][Si:1]([C:4]([CH3:7])([CH3:5])[CH3:6])([CH3:3])[CH3:2])[C@H:10]([NH:27][C:28](=[O:34])[O:29][C:30]([CH3:33])([CH3:32])[CH3:31])[CH2:11]1. The yield is 0.950. (5) The reactants are [CH:1]1([NH:4][C:5]2[N:13]=[C:12]([NH:14]C(=O)C(C)C)[N:11]=[C:10]3[C:6]=2[N:7]=[CH:8][N:9]3[C@@H:20]2[CH2:24][C@H:23]([CH2:25][OH:26])[CH:22]=[CH:21]2)[CH2:3][CH2:2]1.[OH-].[Na+].[OH:29][S:30]([OH:33])(=[O:32])=[O:31]. The catalyst is C(O)(C)C. The product is [CH2:2]1[CH:1]([NH:4][C:5]2[C:6]3[N:7]=[CH:8][N:9]([C@H:20]4[CH:21]=[CH:22][C@@H:23]([CH2:25][OH:26])[CH2:24]4)[C:10]=3[N:11]=[C:12]([NH2:14])[N:13]=2)[CH2:3]1.[CH2:2]1[CH:1]([NH:4][C:5]2[C:6]3[N:7]=[CH:8][N:9]([C@H:20]4[CH:21]=[CH:22][C@@H:23]([CH2:25][OH:26])[CH2:24]4)[C:10]=3[N:11]=[C:12]([NH2:14])[N:13]=2)[CH2:3]1.[OH:32][S:30]([OH:33])(=[O:31])=[O:29]. The yield is 0.800.